Dataset: Full USPTO retrosynthesis dataset with 1.9M reactions from patents (1976-2016). Task: Predict the reactants needed to synthesize the given product. (1) Given the product [Cl:21][C:14]1[CH:15]=[CH:16][C:17]([O:19][CH3:20])=[CH:18][C:13]=1[O:12][CH:8]([CH:9]([CH3:11])[CH3:10])[CH2:7][CH2:6][N:45]1[CH2:46][CH2:47][CH:42]([N:35]2[C:36]3[C:41](=[CH:40][CH:39]=[CH:38][CH:37]=3)[CH:33]([CH2:32][C:31]([N:30]([CH3:50])[CH3:29])=[O:49])[C:34]2=[O:48])[CH2:43][CH2:44]1, predict the reactants needed to synthesize it. The reactants are: CS(O[CH2:6][CH2:7][CH:8]([O:12][C:13]1[CH:18]=[C:17]([O:19][CH3:20])[CH:16]=[CH:15][C:14]=1[Cl:21])[CH:9]([CH3:11])[CH3:10])(=O)=O.OC(C(F)(F)F)=O.[CH3:29][N:30]([CH3:50])[C:31](=[O:49])[CH2:32][CH:33]1[C:41]2[C:36](=[CH:37][CH:38]=[CH:39][CH:40]=2)[N:35]([CH:42]2[CH2:47][CH2:46][NH:45][CH2:44][CH2:43]2)[C:34]1=[O:48].C(N(CC)C(C)C)(C)C. (2) Given the product [O:26]1[C:27]2[CH:32]=[CH:41][C:30]([CH2:31][N:33]3[CH2:34][CH2:35][N:36]([C:21](=[O:23])[CH2:20][N:15]4[C:16]5[C:12](=[C:11]([O:10][C:7]6[CH:6]=[CH:5][C:4]([N+:1]([O-:3])=[O:2])=[CH:9][N:8]=6)[CH:19]=[CH:18][CH:17]=5)[CH:13]=[CH:14]4)[CH2:37][CH2:38]3)=[CH:29][C:28]=2[O:24][CH2:25]1, predict the reactants needed to synthesize it. The reactants are: [N+:1]([C:4]1[CH:5]=[CH:6][C:7]([O:10][C:11]2[CH:19]=[CH:18][CH:17]=[C:16]3[C:12]=2[CH:13]=[CH:14][N:15]3[CH2:20][C:21]([OH:23])=O)=[N:8][CH:9]=1)([O-:3])=[O:2].[O:24]1[C:28]2[CH:29]=[CH:30][C:31]([N:33]3[CH2:38][CH2:37][NH:36][CH2:35][CH:34]3C)=[CH:32][C:27]=2[O:26][CH2:25]1.Cl.[CH2:41](N=C=NCCCN(C)C)C.